This data is from NCI-60 drug combinations with 297,098 pairs across 59 cell lines. The task is: Regression. Given two drug SMILES strings and cell line genomic features, predict the synergy score measuring deviation from expected non-interaction effect. (1) Drug 1: CC1C(C(CC(O1)OC2CC(OC(C2O)C)OC3=CC4=CC5=C(C(=O)C(C(C5)C(C(=O)C(C(C)O)O)OC)OC6CC(C(C(O6)C)O)OC7CC(C(C(O7)C)O)OC8CC(C(C(O8)C)O)(C)O)C(=C4C(=C3C)O)O)O)O. Drug 2: CNC(=O)C1=NC=CC(=C1)OC2=CC=C(C=C2)NC(=O)NC3=CC(=C(C=C3)Cl)C(F)(F)F. Cell line: U251. Synergy scores: CSS=0.324, Synergy_ZIP=1.00, Synergy_Bliss=0.0486, Synergy_Loewe=-57.4, Synergy_HSA=-3.50. (2) Drug 1: C(=O)(N)NO. Drug 2: COC1=C2C(=CC3=C1OC=C3)C=CC(=O)O2. Cell line: SNB-19. Synergy scores: CSS=0.184, Synergy_ZIP=-0.530, Synergy_Bliss=-0.313, Synergy_Loewe=-2.68, Synergy_HSA=-1.71.